From a dataset of Catalyst prediction with 721,799 reactions and 888 catalyst types from USPTO. Predict which catalyst facilitates the given reaction. (1) Reactant: [Cl:1][C:2]1[C:7]2[N:8]([CH3:17])[C:9](=[O:16])[C:10]3[C:15]([C:6]=2[CH:5]=[C:4]([Cl:18])[C:3]=1[O:19][CH2:20][C@@H:21]([NH:26]C(=O)OC(C)(C)C)[CH2:22][CH:23]([CH3:25])[CH3:24])=[CH:14][CH:13]=[N:12][CH:11]=3.Cl. Product: [NH2:26][C@@H:21]([CH2:22][CH:23]([CH3:25])[CH3:24])[CH2:20][O:19][C:3]1[C:4]([Cl:18])=[CH:5][C:6]2[C:15]3[C:10](=[CH:11][N:12]=[CH:13][CH:14]=3)[C:9](=[O:16])[N:8]([CH3:17])[C:7]=2[C:2]=1[Cl:1]. The catalyst class is: 5. (2) Reactant: [CH:1]1([CH2:4][N:5]2[C:14]([C:15]([O:17][CH2:18][CH3:19])=[O:16])=[C:13]([OH:20])[C:12]3[C:7](=[CH:8][CH:9]=[C:10]([F:21])[CH:11]=3)[C:6]2=[O:22])[CH2:3][CH2:2]1.[CH2:23](O)[CH2:24][CH2:25][CH3:26].C(P(CCCC)CCCC)CCC.N(C(N1CCCCC1)=O)=NC(N1CCCCC1)=O. Product: [CH2:23]([O:20][C:13]1[C:12]2[C:7](=[CH:8][CH:9]=[C:10]([F:21])[CH:11]=2)[C:6](=[O:22])[N:5]([CH2:4][CH:1]2[CH2:3][CH2:2]2)[C:14]=1[C:15]([O:17][CH2:18][CH3:19])=[O:16])[CH2:24][CH2:25][CH3:26]. The catalyst class is: 7. (3) Reactant: [Br:1][C:2]1[CH:3]=[CH:4][C:5]2[S:9][C:8]([C:10]([OH:12])=O)=[CH:7][C:6]=2[CH:13]=1.[ClH:14].Cl.[NH2:16][C@@H:17]1[CH:22]2[CH2:23][CH2:24][N:19]([CH2:20][CH2:21]2)[CH2:18]1.CN(C(ON1N=NC2C=CC=NC1=2)=[N+](C)C)C.F[P-](F)(F)(F)(F)F.C(N(CC)C(C)C)(C)C. Product: [ClH:14].[N:19]12[CH2:24][CH2:23][CH:22]([CH2:21][CH2:20]1)[C@@H:17]([NH:16][C:10]([C:8]1[S:9][C:5]3[CH:4]=[CH:3][C:2]([Br:1])=[CH:13][C:6]=3[CH:7]=1)=[O:12])[CH2:18]2. The catalyst class is: 3. (4) Product: [Br:1][C:2]1[CH:7]=[CH:6][C:5]([O:8][CH2:9][C:10]2[CH:15]=[CH:14][CH:13]=[CH:12][CH:11]=2)=[CH:4][CH:3]=1. Reactant: [Br:1][C:2]1[CH:7]=[CH:6][C:5]([OH:8])=[CH:4][CH:3]=1.[CH2:9](Br)[C:10]1[CH:15]=[CH:14][CH:13]=[CH:12][CH:11]=1.C(=O)([O-])[O-].[Cs+].[Cs+]. The catalyst class is: 16. (5) Reactant: [NH2:1][C:2]1[C:15]2[C:6](=[N:7][C:8]3[C:13]([N:14]=2)=[CH:12][CH:11]=[CH:10][CH:9]=3)[CH:5]=[CH:4][CH:3]=1.[C:16](OC(=O)C)(=[O:18])[CH3:17]. Product: [C:16]([NH:1][C:2]1[C:15]2[C:6](=[N:7][C:8]3[C:13]([N:14]=2)=[CH:12][CH:11]=[CH:10][CH:9]=3)[CH:5]=[CH:4][CH:3]=1)(=[O:18])[CH3:17]. The catalyst class is: 15. (6) Product: [OH:30][C:31]1([C:6]2[N:7]=[CH:8][N:9]([C:11]([C:12]3[CH:17]=[CH:16][CH:15]=[CH:14][CH:13]=3)([C:24]3[CH:25]=[CH:26][CH:27]=[CH:28][CH:29]=3)[C:18]3[CH:19]=[CH:20][CH:21]=[CH:22][CH:23]=3)[CH:10]=2)[CH2:40][CH2:39][CH2:38][C:37]2[CH:36]=[C:35]([C:41]#[N:42])[CH:34]=[CH:33][C:32]1=2. Reactant: C([Mg]Cl)C.I[C:6]1[N:7]=[CH:8][N:9]([C:11]([C:24]2[CH:29]=[CH:28][CH:27]=[CH:26][CH:25]=2)([C:18]2[CH:23]=[CH:22][CH:21]=[CH:20][CH:19]=2)[C:12]2[CH:17]=[CH:16][CH:15]=[CH:14][CH:13]=2)[CH:10]=1.[O:30]=[C:31]1[CH2:40][CH2:39][CH2:38][C:37]2[CH:36]=[C:35]([C:41]#[N:42])[CH:34]=[CH:33][C:32]1=2. The catalyst class is: 4.